Dataset: Forward reaction prediction with 1.9M reactions from USPTO patents (1976-2016). Task: Predict the product of the given reaction. (1) Given the reactants C(OC([NH:8][C@@H:9]([CH2:15][CH2:16][C:17](=O)[CH3:18])[C:10]([O:12][CH2:13][CH3:14])=[O:11])=O)(C)(C)C.[C:20]([OH:26])([C:22]([F:25])([F:24])[F:23])=[O:21], predict the reaction product. The product is: [F:23][C:22]([F:25])([F:24])[C:20]([OH:26])=[O:21].[CH3:18][C:17]1[CH2:16][CH2:15][C@@H:9]([C:10]([O:12][CH2:13][CH3:14])=[O:11])[N:8]=1. (2) Given the reactants Br[C:2]1[CH:3]=[CH:4][C:5]([NH:8][CH2:9][C:10]2[CH:15]=[N:14][C:13]([CH3:16])=[C:12]3[O:17][C:18]([CH3:22])([CH3:21])[O:19][CH2:20][C:11]=23)=[N:6][CH:7]=1.C1(P(C2C=CC=CC=2)C2C=CC=CC=2)C=CC=CC=1.C(=O)([O-])[O-].[Cs+].[Cs+].[C:48]([C:50]1[CH:55]=[CH:54][C:53](B(O)O)=[CH:52][CH:51]=1)#[N:49], predict the reaction product. The product is: [CH3:21][C:18]1([CH3:22])[O:17][C:12]2=[C:13]([CH3:16])[N:14]=[CH:15][C:10]([CH2:9][NH:8][C:5]3[N:6]=[CH:7][C:2]([C:53]4[CH:54]=[CH:55][C:50]([C:48]#[N:49])=[CH:51][CH:52]=4)=[CH:3][CH:4]=3)=[C:11]2[CH2:20][O:19]1. (3) Given the reactants [CH:1]([O:4][C:5]1[C:14]2[C:9](=[CH:10][C:11]([OH:17])=[C:12]([O:15][CH3:16])[CH:13]=2)[CH:8]=[C:7]([NH:18][C:19]2[CH:23]=[C:22]([CH3:24])[NH:21][N:20]=2)[N:6]=1)([CH3:3])[CH3:2].Cl[CH:26]1[CH2:31][CH2:30][O:29][CH2:28][CH2:27]1, predict the reaction product. The product is: [CH:1]([O:4][C:5]1[C:14]2[C:9](=[CH:10][C:11]([O:17][CH:26]3[CH2:31][CH2:30][O:29][CH2:28][CH2:27]3)=[C:12]([O:15][CH3:16])[CH:13]=2)[CH:8]=[C:7]([NH:18][C:19]2[CH:23]=[C:22]([CH3:24])[NH:21][N:20]=2)[N:6]=1)([CH3:3])[CH3:2]. (4) Given the reactants [Cl:1][C:2]1[CH:7]=[CH:6][C:5]([C@H:8]2[C@H:13]([O:14][CH2:15][C:16]3[CH:21]=[CH:20][CH:19]=[CH:18][CH:17]=3)[C@@H:12]([O:22][CH2:23][C:24]3[CH:29]=[CH:28][CH:27]=[CH:26][CH:25]=3)[C@H:11]([O:30][CH2:31][C:32]3[CH:37]=[CH:36][CH:35]=[CH:34][CH:33]=3)[C@@H:10]([CH2:38][O:39][CH2:40][C:41]3[CH:46]=[CH:45][CH:44]=[CH:43][CH:42]=3)[O:9]2)=[CH:4][C:3]=1[CH2:47][C:48]#[N:49].Br[CH2:51][CH2:52]Br.[OH-].[Na+], predict the reaction product. The product is: [Cl:1][C:2]1[CH:7]=[CH:6][C:5]([C@H:8]2[C@H:13]([O:14][CH2:15][C:16]3[CH:17]=[CH:18][CH:19]=[CH:20][CH:21]=3)[C@@H:12]([O:22][CH2:23][C:24]3[CH:29]=[CH:28][CH:27]=[CH:26][CH:25]=3)[C@H:11]([O:30][CH2:31][C:32]3[CH:33]=[CH:34][CH:35]=[CH:36][CH:37]=3)[C@@H:10]([CH2:38][O:39][CH2:40][C:41]3[CH:42]=[CH:43][CH:44]=[CH:45][CH:46]=3)[O:9]2)=[CH:4][C:3]=1[C:47]1([C:48]#[N:49])[CH2:52][CH2:51]1. (5) Given the reactants C[N:2]1[CH2:7][CH:6]=[C:5]([C:8]2[CH:9]=[N:10][C:11]([N:14]3[CH2:19][CH2:18][CH2:17][CH:16]([CH2:20][N:21]4[C:25]5=[N:26][C:27]([C:30]6[CH:31]=[N:32][N:33]([CH3:35])[CH:34]=6)=[CH:28][N:29]=[C:24]5[N:23]=[N:22]4)[CH2:15]3)=[N:12][CH:13]=2)[CH2:4][CH2:3]1.[ClH:36], predict the reaction product. The product is: [ClH:36].[CH3:35][N:33]1[CH:34]=[C:30]([C:27]2[N:26]=[C:25]3[N:21]([CH2:20][CH:16]4[CH2:17][CH2:18][CH2:19][N:14]([C:11]5[N:12]=[CH:13][C:8]([C:5]6[CH2:6][CH2:7][NH:2][CH2:3][CH:4]=6)=[CH:9][N:10]=5)[CH2:15]4)[N:22]=[N:23][C:24]3=[N:29][CH:28]=2)[CH:31]=[N:32]1. (6) Given the reactants [C:1]([OH:12])(=O)[C:2]1[CH:10]=[CH:9][C:8]2[O:7][CH2:6][O:5][C:4]=2[CH:3]=1.CN(C(ON1N=NC2C=CC=NC1=2)=[N+](C)C)C.F[P-](F)(F)(F)(F)F.C(N(C(C)C)C(C)C)C.[O:46]1[CH2:51][CH2:50][O:49][CH2:48][CH:47]1[C:52]1[C:60]2[S:59][C:58]([NH2:61])=[N:57][C:56]=2[C:55]([O:62][CH3:63])=[CH:54][CH:53]=1, predict the reaction product. The product is: [O:46]1[CH2:51][CH2:50][O:49][CH2:48][CH:47]1[C:52]1[C:60]2[S:59][C:58]([NH:61][C:1]([C:2]3[CH:10]=[CH:9][C:8]4[O:7][CH2:6][O:5][C:4]=4[CH:3]=3)=[O:12])=[N:57][C:56]=2[C:55]([O:62][CH3:63])=[CH:54][CH:53]=1. (7) Given the reactants [C:1]([O:5][C:6](=[O:23])[CH2:7][C:8](=[O:22])[CH2:9][C@H:10]([OH:21])[CH2:11][O:12][C:13](=O)[C:14]1[CH:19]=[CH:18][CH:17]=[CH:16][CH:15]=1)([CH3:4])([CH3:3])[CH3:2].O=C[C@@H]([C@H]([C@@H]([C@@H](CO)O)O)O)O.C(OCC)(=O)C, predict the reaction product. The product is: [C:1]([O:5][C:6](=[O:23])[CH2:7][C@H:8]([OH:22])[CH2:9][C@H:10]([OH:21])[CH2:11][O:12][CH2:13][C:14]1[CH:15]=[CH:16][CH:17]=[CH:18][CH:19]=1)([CH3:4])([CH3:2])[CH3:3]. (8) Given the reactants C(N(CC)CC)C.[F:8][C:9]1[C:14]([F:15])=[CH:13][CH:12]=[CH:11][C:10]=1[C@H:16]1[CH2:22][N:21]2[C:23]([CH2:26][C:27]([F:30])([F:29])[F:28])=[CH:24][N:25]=[C:20]2[C@H:19]([NH2:31])[CH2:18][CH2:17]1.Cl[C:33](OC1C=CC([N+]([O-])=O)=CC=1)=[O:34].[Cl-].[Cl-].[F:47][C:48]1[CH:49]=[C:50]2[N:56]([CH:57]3[CH2:62][CH2:61][NH2+:60][CH2:59][CH2:58]3)[C:55](=[O:63])[NH:54][C:51]2=[NH+:52][CH:53]=1.C(=O)([O-])[O-].[Na+].[Na+], predict the reaction product. The product is: [F:8][C:9]1[C:14]([F:15])=[CH:13][CH:12]=[CH:11][C:10]=1[C@H:16]1[CH2:22][N:21]2[C:23]([CH2:26][C:27]([F:30])([F:28])[F:29])=[CH:24][N:25]=[C:20]2[C@H:19]([NH:31][C:33]([N:60]2[CH2:59][CH2:58][CH:57]([N:56]3[C:50]4[C:51](=[N:52][CH:53]=[C:48]([F:47])[CH:49]=4)[NH:54][C:55]3=[O:63])[CH2:62][CH2:61]2)=[O:34])[CH2:18][CH2:17]1. (9) Given the reactants F[C:2]1[CH:7]=[CH:6][C:5]([C:8]2[C:9]([NH2:37])=[N:10][CH:11]=[N:12][C:13]=2[N:14]2[CH2:19][CH2:18][CH:17]([C:20]3[N:21]([CH3:36])[CH:22]=[C:23]([C:25]4[CH:30]=[CH:29][C:28]([F:31])=[C:27]([C:32]([F:35])([F:34])[F:33])[CH:26]=4)[N:24]=3)[CH2:16][CH2:15]2)=[CH:4][CH:3]=1.[F:38]C1C=CC=CC=1B(O)O, predict the reaction product. The product is: [F:38][C:6]1[CH:7]=[CH:2][CH:3]=[CH:4][C:5]=1[C:8]1[C:9]([NH2:37])=[N:10][CH:11]=[N:12][C:13]=1[N:14]1[CH2:19][CH2:18][CH:17]([C:20]2[N:21]([CH3:36])[CH:22]=[C:23]([C:25]3[CH:30]=[CH:29][C:28]([F:31])=[C:27]([C:32]([F:35])([F:34])[F:33])[CH:26]=3)[N:24]=2)[CH2:16][CH2:15]1. (10) Given the reactants [F:1][C:2]1[CH:7]=[CH:6][C:5]([NH2:8])=[C:4]([C:9]([F:12])([F:11])[F:10])[CH:3]=1.[C:13](OC(=O)C)(=[O:15])[CH3:14], predict the reaction product. The product is: [F:1][C:2]1[CH:7]=[CH:6][C:5]([NH:8][C:13](=[O:15])[CH3:14])=[C:4]([C:9]([F:10])([F:11])[F:12])[CH:3]=1.